Task: Predict the product of the given reaction.. Dataset: Forward reaction prediction with 1.9M reactions from USPTO patents (1976-2016) (1) The product is: [Cl:3][C:4]1[CH:9]=[CH:8][C:7]([CH:10]2[C:17]3[C:13](=[N:14][N:15]([CH3:19])[C:16]=3[O:18][CH2:31][CH3:32])[C:12](=[O:20])[N:11]2[C:21]2[CH:26]=[C:25]([CH3:27])[C:24](=[O:28])[N:23]([CH3:29])[CH:22]=2)=[CH:6][CH:5]=1. Given the reactants [H-].[Na+].[Cl:3][C:4]1[CH:9]=[CH:8][C:7]([CH:10]2[C:17]3[C:13](=[N:14][N:15]([CH3:19])[C:16]=3[OH:18])[C:12](=[O:20])[N:11]2[C:21]2[CH:26]=[C:25]([CH3:27])[C:24](=[O:28])[N:23]([CH3:29])[CH:22]=2)=[CH:6][CH:5]=1.I[CH2:31][CH3:32], predict the reaction product. (2) The product is: [CH:1]1([N:6]2[CH2:12][C:11]([F:13])([F:14])[C:10](=[O:15])[N:9]([CH3:16])[C:8]3[CH:17]=[N:18][C:19]([NH:21][C:22]4[CH:30]=[CH:29][C:25]([C:26]([NH:66][C@H:67]5[C@H:68]([OH:72])[CH2:69][NH:70][CH2:71]5)=[O:28])=[CH:24][C:23]=4[O:31][CH3:32])=[N:20][C:7]2=3)[CH2:2][CH2:3][CH2:4][CH2:5]1. Given the reactants [CH:1]1([N:6]2[CH2:12][C:11]([F:14])([F:13])[C:10](=[O:15])[N:9]([CH3:16])[C:8]3[CH:17]=[N:18][C:19]([NH:21][C:22]4[CH:30]=[CH:29][C:25]([C:26]([OH:28])=O)=[CH:24][C:23]=4[O:31][CH3:32])=[N:20][C:7]2=3)[CH2:5][CH2:4][CH2:3][CH2:2]1.F[P-](F)(F)(F)(F)F.CN(C(N(C)C)=[N+]1C2C(=NC=CC=2)[N+]([O-])=N1)C.C(N(C(C)C)C(C)C)C.[NH2:66][C@@H:67]1[CH2:71][NH:70][CH2:69][C@H:68]1[OH:72], predict the reaction product. (3) The product is: [CH2:7]([O:9][C:10](=[O:31])[CH2:11][CH2:12][CH2:13][CH2:14][CH2:15][CH2:16][N:17]([C:24]1[CH:29]=[CH:28][C:27]([O:30][CH3:1])=[CH:26][N:25]=1)[C:18]1[CH:23]=[CH:22][CH:21]=[CH:20][N:19]=1)[CH3:8]. Given the reactants [C:1]([O-])([O-])=O.[K+].[K+].[CH2:7]([O:9][C:10](=[O:31])[CH2:11][CH2:12][CH2:13][CH2:14][CH2:15][CH2:16][N:17]([C:24]1[CH:29]=[CH:28][C:27]([OH:30])=[CH:26][N:25]=1)[C:18]1[CH:23]=[CH:22][CH:21]=[CH:20][N:19]=1)[CH3:8].CI.CCOC(C)=O, predict the reaction product. (4) Given the reactants [C:1]1([CH:7]=O)[CH2:6][CH2:5][CH2:4][CH2:3][CH:2]=1.C(O)(=O)C.C(O[BH-](OC(=O)C)OC(=O)C)(=O)C.[Na+].[Cl:27][C:28]1[CH:33]=[CH:32][CH:31]=[C:30]([C:34]([F:37])([F:36])[F:35])[C:29]=1[CH2:38][N:39]1[CH2:43][C@@H:42]([CH3:44])[C@@:41]([CH2:54][C:55]([OH:57])=[O:56])([C:45](=[O:53])[NH:46][CH:47]2[CH2:52][CH2:51][NH:50][CH2:49][CH2:48]2)[CH2:40]1, predict the reaction product. The product is: [Cl:27][C:28]1[CH:33]=[CH:32][CH:31]=[C:30]([C:34]([F:35])([F:37])[F:36])[C:29]=1[CH2:38][N:39]1[CH2:43][C@@H:42]([CH3:44])[C@@:41]([CH2:54][C:55]([OH:57])=[O:56])([C:45](=[O:53])[NH:46][CH:47]2[CH2:48][CH2:49][N:50]([CH2:7][C:1]3[CH2:6][CH2:5][CH2:4][CH2:3][CH:2]=3)[CH2:51][CH2:52]2)[CH2:40]1.